This data is from Reaction yield outcomes from USPTO patents with 853,638 reactions. The task is: Predict the reaction yield, written as a fraction of the theoretical maximum amount of product (1.0 means a 100% yield; for example, 0.34 means a 34% yield). (1) The reactants are [N:1]([CH2:4][CH:5]1[CH2:9][C:8]2[CH:10]=[C:11]([Cl:20])[CH:12]=[C:13]([CH:14]3[CH2:19][CH2:18][CH2:17][CH2:16][CH2:15]3)[C:7]=2[O:6]1)=[N+]=[N-]. The catalyst is [Pt]. The product is [Cl:20][C:11]1[CH:12]=[C:13]([CH:14]2[CH2:15][CH2:16][CH2:17][CH2:18][CH2:19]2)[C:7]2[O:6][CH:5]([CH2:4][NH2:1])[CH2:9][C:8]=2[CH:10]=1. The yield is 0.600. (2) The reactants are [CH3:1][S:2]([C:5]1[CH:6]=[CH:7][C:8]([S:14][CH3:15])=[C:9]([CH:13]=1)[C:10]([OH:12])=O)(=[O:4])=[O:3].CN(C(ON1N=NC2C=CC=CC1=2)=[N+](C)C)C.[B-](F)(F)(F)F.C(N(C(C)C)C(C)C)C.[F:47][C:48]1[CH:53]=[C:52]([S:54]([CH3:57])(=[O:56])=[O:55])[CH:51]=[CH:50][C:49]=1[N:58]1[CH2:63][CH2:62][NH:61][CH2:60][CH2:59]1. The catalyst is O1CCCC1.C(OCC)(=O)C.CCCCCCC. The product is [F:47][C:48]1[CH:53]=[C:52]([S:54]([CH3:57])(=[O:56])=[O:55])[CH:51]=[CH:50][C:49]=1[N:58]1[CH2:63][CH2:62][N:61]([C:10]([C:9]2[CH:13]=[C:5]([S:2]([CH3:1])(=[O:3])=[O:4])[CH:6]=[CH:7][C:8]=2[S:14][CH3:15])=[O:12])[CH2:60][CH2:59]1. The yield is 0.770. (3) The reactants are [H-].[Na+].[CH2:3]([OH:9])[CH2:4][CH:5]=[CH:6][CH2:7][CH3:8].Cl[C:11]1[N:16]=[C:15](Cl)[N:14]=[C:13](Cl)[N:12]=1.[OH2:19]. The catalyst is O1CCCC1. The product is [CH2:3]([O:9][C:11]1[N:16]=[C:15]([O:19][CH2:3][CH2:4][CH:5]=[CH:6][CH2:7][CH3:8])[N:14]=[C:13]([O:9][CH2:3][CH2:4][CH:5]=[CH:6][CH2:7][CH3:8])[N:12]=1)[CH2:4][CH:5]=[CH:6][CH2:7][CH3:8]. The yield is 0.610. (4) The yield is 0.550. The product is [CH2:33]([O:35][CH:36]([O:51][CH2:52][CH3:53])[C@@H:37]([N:39]([CH2:40][C:41]1[CH:42]=[CH:43][CH:44]=[C:45]2[C:50]=1[N:49]=[CH:48][CH:47]=[CH:46]2)[C:20](=[O:21])[C@@H:19]([NH:18][C:16](=[O:17])[O:15][CH2:14][CH:12]1[C:13]2[CH:1]=[CH:2][CH:3]=[CH:4][C:5]=2[C:6]2[C:11]1=[CH:10][CH:9]=[CH:8][CH:7]=2)[CH2:23][C:24]1[C:29]([CH3:30])=[CH:28][C:27]([OH:31])=[CH:26][C:25]=1[CH3:32])[CH3:38])[CH3:34]. The reactants are [CH:1]1[C:13]2[CH:12]([CH2:14][O:15][C:16]([NH:18][C@@H:19]([CH2:23][C:24]3[C:29]([CH3:30])=[CH:28][C:27]([OH:31])=[CH:26][C:25]=3[CH3:32])[C:20](O)=[O:21])=[O:17])[C:11]3[C:6](=[CH:7][CH:8]=[CH:9][CH:10]=3)[C:5]=2[CH:4]=[CH:3][CH:2]=1.[CH2:33]([O:35][CH:36]([O:51][CH2:52][CH3:53])[C@@H:37]([NH:39][CH2:40][C:41]1[CH:42]=[CH:43][CH:44]=[C:45]2[C:50]=1[N:49]=[CH:48][CH:47]=[CH:46]2)[CH3:38])[CH3:34].[Cl-].COC1N=C(OC)N=C([N+]2(C)CCOCC2)N=1. The catalyst is ClCCl.C(OCC)(=O)C. (5) The reactants are [C:1]([C:3]([CH3:14])([CH3:13])[CH:4]([NH:6][S@@](C(C)(C)C)=O)[CH3:5])#[N:2].[ClH:15]. The catalyst is CO. The product is [ClH:15].[NH2:6][C@@H:4]([CH3:5])[C:3]([CH3:14])([CH3:13])[C:1]#[N:2]. The yield is 0.940. (6) The reactants are [CH:1]([C:3]1[CH:18]=[CH:17][C:6]([O:7][C:8]2[N:13]=[N:12][C:11]([C:14]([NH2:16])=[O:15])=[CH:10][CH:9]=2)=[C:5]([O:19][CH3:20])[CH:4]=1)=O.[O:21]1[CH2:26][CH2:25][CH:24]([CH2:27][CH2:28][NH2:29])[CH2:23][CH2:22]1.[BH4-].[Na+]. The catalyst is CO. The product is [CH3:20][O:19][C:5]1[CH:4]=[C:3]([CH2:1][NH:29][CH2:28][CH2:27][CH:24]2[CH2:25][CH2:26][O:21][CH2:22][CH2:23]2)[CH:18]=[CH:17][C:6]=1[O:7][C:8]1[N:13]=[N:12][C:11]([C:14]([NH2:16])=[O:15])=[CH:10][CH:9]=1. The yield is 0.540. (7) The reactants are [H-].[Na+].[S:3]1[C:7]2[CH:8]=[CH:9][CH:10]=[CH:11][C:6]=2[N:5]=[C:4]1[CH2:12][C:13]#[N:14].[Cl:15][C:16]1[N:21]=[C:20](Cl)[CH:19]=[CH:18][N:17]=1. The product is [S:3]1[C:7]2[CH:8]=[CH:9][CH:10]=[CH:11][C:6]=2[N:5]=[C:4]1[CH:12]([C:18]1[CH:19]=[CH:20][N:21]=[C:16]([Cl:15])[N:17]=1)[C:13]#[N:14]. The catalyst is C1COCC1. The yield is 0.840.